Dataset: Forward reaction prediction with 1.9M reactions from USPTO patents (1976-2016). Task: Predict the product of the given reaction. Given the reactants [C:1]1(OB=O)[CH:6]=[CH:5][CH:4]=[CH:3][CH:2]=1.C(=O)([O-])[O-].[Na+].[Na+].[CH2:16]([O:23][C:24]1[CH:41]=[CH:40][C:39]([N:42]2[CH2:47][CH2:46][CH2:45][CH2:44][CH2:43]2)=[CH:38][C:25]=1[C:26]([NH:28][C:29]1[CH:34]=[C:33](Cl)[CH:32]=[CH:31][C:30]=1[C:36]#[N:37])=[O:27])[C:17]1[CH:22]=[CH:21][CH:20]=[CH:19][CH:18]=1.C(O)(=O)CC(CC(O)=O)(C(O)=O)O, predict the reaction product. The product is: [CH2:16]([O:23][C:24]1[CH:41]=[CH:40][C:39]([N:42]2[CH2:47][CH2:46][CH2:45][CH2:44][CH2:43]2)=[CH:38][C:25]=1[C:26]([NH:28][C:29]1[CH:34]=[C:33]([C:1]2[CH:6]=[CH:5][CH:4]=[CH:3][CH:2]=2)[CH:32]=[CH:31][C:30]=1[C:36]#[N:37])=[O:27])[C:17]1[CH:22]=[CH:21][CH:20]=[CH:19][CH:18]=1.